This data is from Peptide-MHC class I binding affinity with 185,985 pairs from IEDB/IMGT. The task is: Regression. Given a peptide amino acid sequence and an MHC pseudo amino acid sequence, predict their binding affinity value. This is MHC class I binding data. (1) The peptide sequence is VQQESSFVM. The binding affinity (normalized) is 0.176. The MHC is HLA-B40:01 with pseudo-sequence HLA-B40:01. (2) The peptide sequence is YVLFVKKML. The MHC is HLA-A02:03 with pseudo-sequence HLA-A02:03. The binding affinity (normalized) is 0.132. (3) The peptide sequence is SAVTDRETDV. The MHC is HLA-A02:03 with pseudo-sequence HLA-A02:03. The binding affinity (normalized) is 0.132. (4) The peptide sequence is IKRQGSTPL. The MHC is HLA-A24:02 with pseudo-sequence HLA-A24:02. The binding affinity (normalized) is 0.150. (5) The peptide sequence is INRFTMKHK. The MHC is HLA-A30:01 with pseudo-sequence HLA-A30:01. The binding affinity (normalized) is 0.170. (6) The peptide sequence is RPNNNTRKSI. The MHC is HLA-B44:02 with pseudo-sequence HLA-B44:02. The binding affinity (normalized) is 0.0266.